This data is from Forward reaction prediction with 1.9M reactions from USPTO patents (1976-2016). The task is: Predict the product of the given reaction. Given the reactants [C:1]([O:5][C:6]([N:8]1[CH2:11][CH:10]([CH2:12][NH:13][CH2:14][C:15]2[CH:20]=[CH:19][C:18]([Cl:21])=[CH:17][C:16]=2[Cl:22])[CH2:9]1)=[O:7])([CH3:4])([CH3:3])[CH3:2].[CH:23]([C:25]([CH3:27])=[O:26])=[CH2:24], predict the reaction product. The product is: [C:1]([O:5][C:6]([N:8]1[CH2:11][CH:10]([CH2:12][N:13]([CH2:14][C:15]2[CH:20]=[CH:19][C:18]([Cl:21])=[CH:17][C:16]=2[Cl:22])[CH2:24][CH2:23][C:25](=[O:26])[CH3:27])[CH2:9]1)=[O:7])([CH3:4])([CH3:2])[CH3:3].